This data is from Full USPTO retrosynthesis dataset with 1.9M reactions from patents (1976-2016). The task is: Predict the reactants needed to synthesize the given product. (1) Given the product [Cl:1][C:2]1[CH:7]=[C:6]([F:8])[CH:5]=[CH:4][C:3]=1/[C:9](/[C:11]1[C:16]([F:17])=[C:15]([C:18]2[CH:19]=[N:20][CH:21]=[N:22][CH:23]=2)[CH:14]=[CH:13][N:12]=1)=[N:25]/[OH:26], predict the reactants needed to synthesize it. The reactants are: [Cl:1][C:2]1[CH:7]=[C:6]([F:8])[CH:5]=[CH:4][C:3]=1[C:9]([C:11]1[C:16]([F:17])=[C:15]([C:18]2[CH:19]=[N:20][CH:21]=[N:22][CH:23]=2)[CH:14]=[CH:13][N:12]=1)=O.Cl.[NH2:25][OH:26]. (2) Given the product [C:11]([NH:1][C:2]1[CH:7]=[CH:6][CH:5]=[CH:4][C:3]=1[B:8]([OH:10])[OH:9])(=[O:14])[CH:12]=[CH2:13], predict the reactants needed to synthesize it. The reactants are: [NH2:1][C:2]1[CH:7]=[CH:6][CH:5]=[CH:4][C:3]=1[B:8]([OH:10])[OH:9].[C:11](Cl)(=[O:14])[CH:12]=[CH2:13].